From a dataset of Reaction yield outcomes from USPTO patents with 853,638 reactions. Predict the reaction yield, written as a fraction of the theoretical maximum amount of product (1.0 means a 100% yield; for example, 0.34 means a 34% yield). (1) The reactants are C(Cl)(=O)C(Cl)=O.[CH3:7][O:8][C:9](=[O:21])[C:10]1[CH:15]=[CH:14][C:13]([CH2:16][C:17]([OH:19])=O)=[C:12]([CH3:20])[CH:11]=1.Cl.Cl.[CH:24]1([CH2:28][N:29]2[CH2:34][CH2:33][NH:32][CH2:31][CH2:30]2)[CH2:27][CH2:26][CH2:25]1.CCN(C(C)C)C(C)C. The catalyst is ClCCl.CN(C=O)C. The product is [CH3:7][O:8][C:9](=[O:21])[C:10]1[CH:15]=[CH:14][C:13]([CH2:16][C:17]([N:32]2[CH2:33][CH2:34][N:29]([CH2:28][CH:24]3[CH2:25][CH2:26][CH2:27]3)[CH2:30][CH2:31]2)=[O:19])=[C:12]([CH3:20])[CH:11]=1. The yield is 0.460. (2) The reactants are Br[C:2]1[C:10]2[O:9][CH2:8][C@@H:7]([N:11]([C:26](=[O:31])[C:27]([F:30])([F:29])[F:28])[C:12]3[CH:25]=[CH:24][C:15]4[C@H:16]([CH2:19][C:20]([O:22][CH3:23])=[O:21])[CH2:17][O:18][C:14]=4[CH:13]=3)[C:6]=2[CH:5]=[CH:4][CH:3]=1.[CH3:32][C:33]1[CH:38]=[CH:37][N:36]=[C:35]([NH2:39])[CH:34]=1.C(=O)([O-])[O-].[Cs+].[Cs+].C1(P(C2C=CC=CC=2)C2C3OC4C(=CC=CC=4P(C4C=CC=CC=4)C4C=CC=CC=4)C(C)(C)C=3C=CC=2)C=CC=CC=1. The catalyst is C1(C)C=CC=CC=1.C1C=CC(/C=C/C(/C=C/C2C=CC=CC=2)=O)=CC=1.C1C=CC(/C=C/C(/C=C/C2C=CC=CC=2)=O)=CC=1.C1C=CC(/C=C/C(/C=C/C2C=CC=CC=2)=O)=CC=1.[Pd].[Pd]. The product is [CH3:32][C:33]1[CH:38]=[CH:37][N:36]=[C:35]([NH:39][C:2]2[C:10]3[O:9][CH2:8][C@@H:7]([N:11]([C:26](=[O:31])[C:27]([F:30])([F:29])[F:28])[C:12]4[CH:25]=[CH:24][C:15]5[C@H:16]([CH2:19][C:20]([O:22][CH3:23])=[O:21])[CH2:17][O:18][C:14]=5[CH:13]=4)[C:6]=3[CH:5]=[CH:4][CH:3]=2)[CH:34]=1. The yield is 0.270. (3) The reactants are [CH3:1][C:2]1[CH:12]=[CH:11][C:5]([C:6]([N:8]=[C:9]=[S:10])=[O:7])=[CH:4][CH:3]=1.[CH2:13]([O:15][C:16]([C:18]1[CH:22]=[C:21]([NH2:23])[N:20]([C:24]([CH3:27])([CH3:26])[CH3:25])[CH:19]=1)=[O:17])[CH3:14].IN1C(=O)CCC1=O.S(S([O-])=O)([O-])(=O)=O.[Na+].[Na+]. The catalyst is C1COCC1. The product is [CH2:13]([O:15][C:16]([C:18]1[C:22]2[S:10][C:9]([NH:8][C:6](=[O:7])[C:5]3[CH:4]=[CH:3][C:2]([CH3:1])=[CH:12][CH:11]=3)=[N:23][C:21]=2[N:20]([C:24]([CH3:25])([CH3:27])[CH3:26])[CH:19]=1)=[O:17])[CH3:14]. The yield is 0.410. (4) The reactants are Cl.[NH2:2][C@@H:3]1[CH2:8][CH2:7][CH2:6][N:5]([C:9]2[C:14]([Br:15])=[CH:13][N:12]=[C:11]3[NH:16][CH:17]=[C:18]([NH:19][C:20]([CH:22]4[CH2:24][CH2:23]4)=[O:21])[C:10]=23)[CH2:4]1.Br[CH2:26][CH2:27][O:28][CH3:29].CCN(C(C)C)C(C)C.O. The catalyst is CN(C=O)C. The product is [Br:15][C:14]1[C:9]([N:5]2[CH2:6][CH2:7][CH2:8][C@@H:3]([NH:2][CH2:26][CH2:27][O:28][CH3:29])[CH2:4]2)=[C:10]2[C:18]([NH:19][C:20]([CH:22]3[CH2:23][CH2:24]3)=[O:21])=[CH:17][NH:16][C:11]2=[N:12][CH:13]=1. The yield is 0.300. (5) The reactants are Cl.[NH2:2][C:3]1[N:8]=[CH:7][C:6]([OH:9])=[CH:5][CH:4]=1.[O:10]=[C:11]1[N:15]([C:16]2[CH:21]=[CH:20][CH:19]=[CH:18][CH:17]=2)[N:14]2[CH2:22][CH2:23][CH2:24][C:13]2=[C:12]1[C:25](O)=[O:26].C1C=NC2N(O)N=NC=2C=1.CCN=C=NCCCN(C)C. The catalyst is CN(C=O)C.O. The product is [OH:9][C:6]1[CH:5]=[CH:4][C:3]([NH:2][C:25]([C:12]2[C:11](=[O:10])[N:15]([C:16]3[CH:17]=[CH:18][CH:19]=[CH:20][CH:21]=3)[N:14]3[CH2:22][CH2:23][CH2:24][C:13]=23)=[O:26])=[N:8][CH:7]=1. The yield is 0.560.